Dataset: Reaction yield outcomes from USPTO patents with 853,638 reactions. Task: Predict the reaction yield, written as a fraction of the theoretical maximum amount of product (1.0 means a 100% yield; for example, 0.34 means a 34% yield). (1) The product is [F:1][C:2]1[CH:3]=[C:4]([OH:11])[CH:6]=[CH:7][C:8]=1[S:9][CH3:10]. The reactants are [F:1][C:2]1[CH:3]=[C:4]([CH:6]=[CH:7][C:8]=1[S:9][CH3:10])N.[OH:11]S(O)(=O)=O.N([O-])=O.[Na+]. The catalyst is C1COCC1.O.O. The yield is 0.250. (2) The yield is 0.840. The product is [F:1][C:2]1[CH:3]=[C:4]([CH:7]=[CH:8][C:9]=1[O:18][C:14]1[CH:15]=[CH:16][CH:17]=[C:12]([F:11])[CH:13]=1)[C:5]([OH:6])=[O:20]. The reactants are [F:1][C:2]1[CH:3]=[C:4]([CH:7]=[CH:8][C:9]=1F)[CH:5]=[O:6].[F:11][C:12]1[CH:13]=[C:14]([OH:18])[CH:15]=[CH:16][CH:17]=1.C(=O)([O-])[O-:20].[K+].[K+].CC(=CC)C.P([O-])(O)(O)=O.[K+].Cl[O-].[Na+]. No catalyst specified. (3) The reactants are OP([O-])(O)=O.[K+].[C-:7]#[N:8].[Na+].[F:10][C:11]1[CH:16]=[CH:15][C:14]([C:17]2[O:18][CH:19]=[C:20]([CH:22]=[O:23])[N:21]=2)=[CH:13][CH:12]=1. The catalyst is CN(C=O)C.O.O. The product is [F:10][C:11]1[CH:12]=[CH:13][C:14]([C:17]2[O:18][CH:19]=[C:20]([CH:22]([OH:23])[C:7]#[N:8])[N:21]=2)=[CH:15][CH:16]=1. The yield is 0.870. (4) The reactants are [CH3:1][C:2]1[C:7]([CH3:8])=[CH:6][C:5]2[N:9]([C@H:12]3[O:16][C@H:15]([CH2:17][OH:18])[C@@H:14]([O:19][P:20]([O:23][C@@H:24]([CH2:26][NH:27][C:28]([CH2:30][CH2:31][C@@:32]4([CH3:89])[C:48]5=[N:49][C@@H:34]([C@:35]6([CH3:84])[N-:73][C:38](=[C:39]([CH3:72])[C:40]7[C@:61]([CH2:63][C:64]([NH2:66])=[O:65])([CH3:62])[C@H:60]([CH2:67][CH2:68][C:69]([NH2:71])=[O:70])[C:42](=[CH:43][C:44]8[C:52]([CH3:54])([CH3:53])[C@H:51]([CH2:55][CH2:56][C:57]([NH2:59])=[O:58])[C:46](=[C:47]5[CH3:50])[N:45]=8)[N:41]=7)[C@@H:37]([CH2:74][CH2:75][C:76]([NH2:78])=[O:77])[C@@:36]6([CH2:80][C:81]([NH2:83])=[O:82])[CH3:79])[C@@H:33]4[CH2:85][C:86]([NH2:88])=[O:87])=[O:29])[CH3:25])([O-:22])=[O:21])[C@H:13]3[OH:90])[CH:10]=[N:11][C:4]=2[CH:3]=1.[C-]#N.[Co+3:93].[I-].C[S+](C)C.[BH4-].[Na+].[OH-].[Na+].Cl. The catalyst is O.O.O.O.O.O.O.S([O-])([O-])(=O)=O.[Fe+2].CC(C)=O.CC(=O)CC.O. The product is [CH3-:1].[CH3:1][C:2]1[C:7]([CH3:8])=[CH:6][C:5]2[N:9]([C@H:12]3[O:16][C@H:15]([CH2:17][OH:18])[C@@H:14]([O:19][P:20]([O:23][CH:24]([CH2:26][NH:27][C:28]([CH2:30][CH2:31][C@@:32]4([CH3:89])[C:48]5=[N:49][C@@H:34]([C@:35]6([CH3:84])[N-:73][C:38](=[C:39]([CH3:72])[C:40]7[C@:61]([CH2:63][C:64]([NH2:66])=[O:65])([CH3:62])[C@H:60]([CH2:67][CH2:68][C:69]([NH2:71])=[O:70])[C:42](=[CH:43][C:44]8[C:52]([CH3:54])([CH3:53])[C@H:51]([CH2:55][CH2:56][C:57]([NH2:59])=[O:58])[C:46](=[C:47]5[CH3:50])[N:45]=8)[N:41]=7)[C@@H:37]([CH2:74][CH2:75][C:76]([NH2:78])=[O:77])[C@@:36]6([CH2:80][C:81]([NH2:83])=[O:82])[CH3:79])[C@@H:33]4[CH2:85][C:86]([NH2:88])=[O:87])=[O:29])[CH3:25])([O-:22])=[O:21])[C@H:13]3[OH:90])[CH:10]=[N:11][C:4]=2[CH:3]=1.[Co+3:93]. The yield is 0.860. (5) The reactants are [CH2:1]([N:8]([C:18]1[CH:23]=[CH:22][CH:21]=[C:20](Br)[CH:19]=1)[S:9]([C:12]1[CH:17]=[CH:16][CH:15]=[CH:14][CH:13]=1)(=[O:11])=[O:10])[C:2]1[CH:7]=[CH:6][CH:5]=[CH:4][CH:3]=1.[C:25]1([N:31]2[CH2:36][CH2:35][NH:34][CH2:33][CH2:32]2)[CH:30]=[CH:29][CH:28]=[CH:27][CH:26]=1.CC(C)([O-])C.[Na+]. The catalyst is O1CCOCC1.C([O-])(=O)C.[Pd+2].C([O-])(=O)C.C1(P(C2CCCCC2)C2C=CC=CC=2C2C(C(C)C)=CC(C(C)C)=CC=2C(C)C)CCCCC1. The product is [CH2:1]([N:8]([C:18]1[CH:23]=[CH:22][CH:21]=[C:20]([N:34]2[CH2:35][CH2:36][N:31]([C:25]3[CH:30]=[CH:29][CH:28]=[CH:27][CH:26]=3)[CH2:32][CH2:33]2)[CH:19]=1)[S:9]([C:12]1[CH:17]=[CH:16][CH:15]=[CH:14][CH:13]=1)(=[O:11])=[O:10])[C:2]1[CH:7]=[CH:6][CH:5]=[CH:4][CH:3]=1. The yield is 0.770. (6) The reactants are C([Li])CCC.I[C:7]1[C:12]([CH3:13])=[CH:11][CH:10]=[CH:9][C:8]=1[CH2:14][OH:15].B(OC)(OC)OC.C(=O)([O-])[O-].[Na+].[Na+].[C:29]([O:33][C:34](=[O:55])[NH:35][C:36]([C:38]1[S:39][C:40]([S:53][CH3:54])=[C:41]([S:43]([C:46]2[CH:51]=[CH:50][CH:49]=[C:48](Br)[CH:47]=2)(=[O:45])=[O:44])[CH:42]=1)=[NH:37])([CH3:32])([CH3:31])[CH3:30]. The catalyst is CCOCC.[Pd].C1(P(C2C=CC=CC=2)C2C=CC=CC=2)C=CC=CC=1.C1(P(C2C=CC=CC=2)C2C=CC=CC=2)C=CC=CC=1.C1(P(C2C=CC=CC=2)C2C=CC=CC=2)C=CC=CC=1.C1(P(C2C=CC=CC=2)C2C=CC=CC=2)C=CC=CC=1.C(OCC)(=O)C. The product is [C:29]([O:33][C:34](=[O:55])[NH:35][C:36]([C:38]1[S:39][C:40]([S:53][CH3:54])=[C:41]([S:43]([C:46]2[CH:47]=[C:48]([C:7]3[C:12]([CH3:13])=[CH:11][CH:10]=[CH:9][C:8]=3[CH2:14][OH:15])[CH:49]=[CH:50][CH:51]=2)(=[O:45])=[O:44])[CH:42]=1)=[NH:37])([CH3:32])([CH3:31])[CH3:30]. The yield is 0.740. (7) The reactants are [CH:1]([C:3]1[CH:11]=[CH:10][C:6]([C:7]([OH:9])=[O:8])=[CH:5][C:4]=1[OH:12])=[O:2].S(=O)(=O)(O)O.[CH3:18]O. The catalyst is C(OCC)(=O)C. The product is [CH:1]([C:3]1[CH:11]=[CH:10][C:6]([C:7]([O:9][CH3:18])=[O:8])=[CH:5][C:4]=1[OH:12])=[O:2]. The yield is 0.890.